Predict the reaction yield, written as a fraction of the theoretical maximum amount of product (1.0 means a 100% yield; for example, 0.34 means a 34% yield). From a dataset of Reaction yield outcomes from USPTO patents with 853,638 reactions. (1) The reactants are [C:1]([O:7][CH2:8][CH3:9])(=[O:6])[CH2:2][C:3]([O-:5])=O.[K+].[Cl-].[Mg+2].[Cl-].C(N(CC)CC)C.[CH3:21][C@H:22]([C@H:26]([CH3:30])[CH2:27][CH2:28][CH3:29])C(Cl)=O. The catalyst is C(#N)C.C(N(CC)CC)C. The product is [CH2:8]([O:7][C:1](=[O:6])[CH2:2][C:3](=[O:5])[C@H:22]([CH3:21])[C@H:26]([CH3:30])[CH2:27][CH2:28][CH3:29])[CH3:9]. The yield is 0.878. (2) The reactants are C([O:5][C:6]([C:8]1[CH:30]=[CH:29][C:11]([O:12][C:13]2[CH:22]=[C:21]3[C:16]([CH:17]([C:23]([O:25][CH3:26])=[O:24])[CH2:18][CH2:19][O:20]3)=[CH:15][C:14]=2[C:27]#[N:28])=[CH:10][CH:9]=1)=[O:7])(C)(C)C.C(O)(C(F)(F)F)=O. The catalyst is C(Cl)Cl. The product is [C:27]([C:14]1[CH:15]=[C:16]2[C:21](=[CH:22][C:13]=1[O:12][C:11]1[CH:29]=[CH:30][C:8]([C:6]([OH:7])=[O:5])=[CH:9][CH:10]=1)[O:20][CH2:19][CH2:18][CH:17]2[C:23]([O:25][CH3:26])=[O:24])#[N:28]. The yield is 0.695. (3) The reactants are [Cl:1][C:2]1[N:7]=[N:6][C:5]([N:8]2[CH:12]=[C:11]([C:13]3[C:21]4[C:16](=[CH:17][C:18]([F:22])=[CH:19][CH:20]=4)[N:15](S(C4C=CC=CC=4)(=O)=O)[CH:14]=3)[CH:10]=[N:9]2)=[CH:4][CH:3]=1.[OH-].[Na+]. The catalyst is C1COCC1. The product is [Cl:1][C:2]1[N:7]=[N:6][C:5]([N:8]2[CH:12]=[C:11]([C:13]3[C:21]4[C:16](=[CH:17][C:18]([F:22])=[CH:19][CH:20]=4)[NH:15][CH:14]=3)[CH:10]=[N:9]2)=[CH:4][CH:3]=1. The yield is 0.280. (4) The reactants are [CH3:1][O:2][C:3]1[C:8]([NH2:9])=[CH:7][CH:6]=[CH:5][N:4]=1.Cl[C:11]1[N:16]=[C:15]([S:17][C:18]#[N:19])[C:14]([N+:20]([O-:22])=[O:21])=[CH:13][N:12]=1.C(N(CC)CC)C. The catalyst is C(O)C. The product is [CH3:1][O:2][C:3]1[C:8]([NH:9][C:11]2[N:16]=[C:15]([S:17][C:18]#[N:19])[C:14]([N+:20]([O-:22])=[O:21])=[CH:13][N:12]=2)=[CH:7][CH:6]=[CH:5][N:4]=1. The yield is 0.490. (5) The reactants are [F:1][C:2]([F:36])([F:35])[C:3]1[CH:4]=[N:5][N:6]([C:8]2[CH:13]=[CH:12][C:11]([NH:14][CH:15]([C:19]3[CH:34]=[CH:33][C:22]([C:23]([NH:25][CH2:26][CH2:27][C:28]([O:30]CC)=[O:29])=[O:24])=[CH:21][CH:20]=3)[CH2:16][CH2:17][CH3:18])=[CH:10][CH:9]=2)[CH:7]=1.O1CCCC1.[OH-].[Li+]. The catalyst is CO. The product is [F:35][C:2]([F:1])([F:36])[C:3]1[CH:4]=[N:5][N:6]([C:8]2[CH:13]=[CH:12][C:11]([NH:14][CH:15]([C:19]3[CH:20]=[CH:21][C:22]([C:23]([NH:25][CH2:26][CH2:27][C:28]([OH:30])=[O:29])=[O:24])=[CH:33][CH:34]=3)[CH2:16][CH2:17][CH3:18])=[CH:10][CH:9]=2)[CH:7]=1. The yield is 0.780. (6) The reactants are [CH3:1][N:2]1[CH2:40][CH2:39][CH2:38][C@@:3]1([CH3:41])[C:4]([NH:6][C@H:7]([C:11]([N:13]([C@@H:15]([C@@H:34]([CH3:37])[CH2:35][CH3:36])[C@H:16]([O:32][CH3:33])[CH2:17][C:18](=[O:31])OC1C(F)=C(F)C(F)=C(F)C=1F)[CH3:14])=[O:12])[CH:8]([CH3:10])[CH3:9])=[O:5].C(N(C(C)C)CC)(C)C.Cl.[CH3:52][O:53][C@@H:54]([C@@H:60]1[CH2:64][CH2:63][CH2:62][NH:61]1)[C@@H:55]([CH3:59])[C:56]([OH:58])=[O:57]. The yield is 0.330. The product is [CH3:1][N:2]1[CH2:40][CH2:39][CH2:38][C@@:3]1([CH3:41])[C:4]([NH:6][C@H:7]([C:11]([N:13]([C@@H:15]([C@@H:34]([CH3:37])[CH2:35][CH3:36])[C@H:16]([O:32][CH3:33])[CH2:17][C:18]([N:61]1[CH2:62][CH2:63][CH2:64][C@H:60]1[C@H:54]([O:53][CH3:52])[C@H:55]([C:56]([OH:58])=[O:57])[CH3:59])=[O:31])[CH3:14])=[O:12])[CH:8]([CH3:9])[CH3:10])=[O:5]. The catalyst is ClCCl.